Dataset: Catalyst prediction with 721,799 reactions and 888 catalyst types from USPTO. Task: Predict which catalyst facilitates the given reaction. (1) The catalyst class is: 111. Product: [C:1]([O:5][C:6]([NH:8][C:9]1([C:42]([OH:44])=[O:43])[CH2:10][CH2:11][N:12]([C:15]2[CH:20]=[CH:19][CH:18]=[C:17]([C:21]3[C:29]4[C:24](=[CH:25][N:26]=[C:27]([C:30]5[CH:31]=[N:32][CH:33]=[CH:34][CH:35]=5)[CH:28]=4)[N:23]([CH:36]4[CH2:41][CH2:40][CH2:39][CH2:38][O:37]4)[N:22]=3)[N:16]=2)[CH2:13][CH2:14]1)=[O:7])([CH3:4])([CH3:2])[CH3:3]. Reactant: [C:1]([O:5][C:6]([NH:8][C:9]1([C:42]([O:44]C)=[O:43])[CH2:14][CH2:13][N:12]([C:15]2[CH:20]=[CH:19][CH:18]=[C:17]([C:21]3[C:29]4[C:24](=[CH:25][N:26]=[C:27]([C:30]5[CH:31]=[N:32][CH:33]=[CH:34][CH:35]=5)[CH:28]=4)[N:23]([CH:36]4[CH2:41][CH2:40][CH2:39][CH2:38][O:37]4)[N:22]=3)[N:16]=2)[CH2:11][CH2:10]1)=[O:7])([CH3:4])([CH3:3])[CH3:2].[OH-].[Li+]. (2) Reactant: [CH2:1]([N:3]1[C:7]2[C:8]([C:13]3[CH:18]=[CH:17][CH:16]=[CH:15][N:14]=3)=[C:9]([F:12])[CH:10]=[CH:11][C:6]=2[N:5]=[C:4]1[C@@H:19]([NH2:21])[CH3:20])[CH3:2].[NH2:22][C:23]1[C:28]([C:29]#[N:30])=[C:27](Cl)[N:26]=[CH:25][N:24]=1.CCN(C(C)C)C(C)C. Product: [NH2:22][C:23]1[C:28]([C:29]#[N:30])=[C:27]([NH:21][C@H:19]([C:4]2[N:3]([CH2:1][CH3:2])[C:7]3[C:8]([C:13]4[CH:18]=[CH:17][CH:16]=[CH:15][N:14]=4)=[C:9]([F:12])[CH:10]=[CH:11][C:6]=3[N:5]=2)[CH3:20])[N:26]=[CH:25][N:24]=1. The catalyst class is: 41. (3) Reactant: C(O)(C(F)(F)F)=O.[F:8][C:9]1[CH:10]=[C:11]([CH:31]=[CH:32][C:33]=1[C:34]([N:36]([O:38][CH3:39])[CH3:37])=[O:35])[CH2:12][O:13][CH2:14][C@@H:15]1[CH2:17][C@@H:16]1[CH:18]1[CH2:23][CH2:22][N:21]([C:24](OC(C)(C)C)=O)[CH2:20][CH2:19]1.C([O-])([O-])=O.[Cs+].[Cs+].ClC1[N:52]=[CH:51][C:50]([Cl:53])=[CH:49][N:48]=1. Product: [Cl:53][C:50]1[CH:49]=[N:48][C:24]([N:21]2[CH2:20][CH2:19][CH:18]([C@H:16]3[CH2:17][C@H:15]3[CH2:14][O:13][CH2:12][C:11]3[CH:31]=[CH:32][C:33]([C:34]([N:36]([O:38][CH3:39])[CH3:37])=[O:35])=[C:9]([F:8])[CH:10]=3)[CH2:23][CH2:22]2)=[N:52][CH:51]=1. The catalyst class is: 34. (4) Reactant: [CH:1]1[C:14]2[C:13](=[O:15])[C:12]3[C:7](=[CH:8][CH:9]=[CH:10][CH:11]=3)[CH2:6][C:5]=2[CH:4]=[CH:3][CH:2]=1.C(=O)([O-])[O-].[K+].[K+].Br[CH2:23][CH2:24][OH:25]. Product: [CH:11]1[C:12]2[C:7](=[CH:6][C:5]3[C:14]([C:13]=2[O:15][CH2:23][CH2:24][OH:25])=[CH:1][CH:2]=[CH:3][CH:4]=3)[CH:8]=[CH:9][CH:10]=1. The catalyst class is: 3. (5) Reactant: [CH:1]1[C:13]2[N:12]([C:14]3[CH:19]=[CH:18][C:17]([C:20]4[CH:25]=[CH:24][C:23]([N:26]5[C:38]6[CH:37]=[CH:36][C:35](Br)=[CH:34][C:33]=6[C:32]6[C:27]5=[CH:28][CH:29]=[CH:30][CH:31]=6)=[CH:22][CH:21]=4)=[CH:16][CH:15]=3)[C:11]3[C:6](=[CH:7][CH:8]=[CH:9][CH:10]=3)[C:5]=2[CH:4]=[CH:3][CH:2]=1.[C:40](P(C(C)(C)C)C(C)(C)C)(C)(C)[CH3:41].[CH3:53][CH2:54][CH2:55][CH2:56][CH2:57][CH3:58]. Product: [CH:1]1[C:13]2[N:12]([C:14]3[CH:19]=[CH:18][C:17]([C:20]4[CH:25]=[CH:24][C:23]([N:26]5[C:38]6[CH:37]=[CH:36][C:35]([C:55]7[CH:54]=[CH:53][C:58]([CH:40]=[CH2:41])=[CH:57][CH:56]=7)=[CH:34][C:33]=6[C:32]6[C:27]5=[CH:28][CH:29]=[CH:30][CH:31]=6)=[CH:22][CH:21]=4)=[CH:16][CH:15]=3)[C:11]3[C:6](=[CH:7][CH:8]=[CH:9][CH:10]=3)[C:5]=2[CH:4]=[CH:3][CH:2]=1. The catalyst class is: 11. (6) Reactant: C([Li])CCC.CCCCCC.[C:12](#[N:14])[CH3:13].[C:15]1([CH2:21][CH2:22][CH2:23][O:24][C:25]2[CH:32]=[CH:31][C:28]([CH:29]=[O:30])=[CH:27][CH:26]=2)[CH:20]=[CH:19][CH:18]=[CH:17][CH:16]=1. Product: [OH:30][CH:29]([C:28]1[CH:31]=[CH:32][C:25]([O:24][CH2:23][CH2:22][CH2:21][C:15]2[CH:20]=[CH:19][CH:18]=[CH:17][CH:16]=2)=[CH:26][CH:27]=1)[CH2:13][C:12]#[N:14]. The catalyst class is: 7.